This data is from Full USPTO retrosynthesis dataset with 1.9M reactions from patents (1976-2016). The task is: Predict the reactants needed to synthesize the given product. (1) Given the product [C:1]([O:4][CH2:5][C:6]1[CH:11]=[C:10]([N:12]([C:13](=[O:15])[CH3:14])[CH3:24])[CH:9]=[CH:8][C:7]=1[N:16]1[CH2:17][CH2:18][O:19][CH2:20][CH2:21]1)(=[O:3])[CH3:2], predict the reactants needed to synthesize it. The reactants are: [C:1]([O:4][CH2:5][C:6]1[CH:11]=[C:10]([NH:12][C:13](=[O:15])[CH3:14])[CH:9]=[CH:8][C:7]=1[N:16]1[CH2:21][CH2:20][O:19][CH2:18][CH2:17]1)(=[O:3])[CH3:2].[H-].[Na+].[CH3:24]I.O. (2) Given the product [CH3:12][NH:13][C:3](=[O:2])[CH2:4][C:5](=[O:10])[CH2:6][CH2:7][CH2:8][CH3:9], predict the reactants needed to synthesize it. The reactants are: C[O:2][C:3](=O)[CH2:4][C:5](=[O:10])[CH2:6][CH2:7][CH2:8][CH3:9].[CH3:12][NH2:13]. (3) Given the product [CH3:33][NH:32][C:28]1[N:27]=[C:26]([CH2:25][CH2:24][CH2:23][C:20]2[S:19][C:18]([CH2:17][C@@H:16]([C:41]([O:43][CH3:44])=[O:42])[NH2:15])=[CH:22][CH:21]=2)[CH:31]=[CH:30][CH:29]=1, predict the reactants needed to synthesize it. The reactants are: C(O)(C(F)(F)F)=O.C(OC([NH:15][C@H:16]([C:41]([O:43][CH3:44])=[O:42])[CH2:17][C:18]1[S:19][C:20]([CH2:23][CH2:24][CH2:25][C:26]2[CH:31]=[CH:30][CH:29]=[C:28]([N:32](C(OC(C)(C)C)=O)[CH3:33])[N:27]=2)=[CH:21][CH:22]=1)=O)(C)(C)C. (4) Given the product [NH2:38][C:33]1[CH:32]=[C:31]([O:30][CH3:29])[CH:36]=[CH:35][C:34]=1[NH:37][C:26]([C:22]1[C:23]2[C:18](=[CH:17][C:16]([O:15][C:6]3[C:5]4[C:10](=[CH:11][C:12]([O:13][CH3:14])=[C:3]([O:2][CH3:1])[CH:4]=4)[N:9]=[CH:8][N:7]=3)=[CH:25][CH:24]=2)[CH:19]=[CH:20][CH:21]=1)=[O:28], predict the reactants needed to synthesize it. The reactants are: [CH3:1][O:2][C:3]1[CH:4]=[C:5]2[C:10](=[CH:11][C:12]=1[O:13][CH3:14])[N:9]=[CH:8][N:7]=[C:6]2[O:15][C:16]1[CH:17]=[C:18]2[C:23](=[CH:24][CH:25]=1)[C:22]([C:26]([OH:28])=O)=[CH:21][CH:20]=[CH:19]2.[CH3:29][O:30][C:31]1[CH:36]=[CH:35][C:34]([NH2:37])=[C:33]([NH2:38])[CH:32]=1.